This data is from Catalyst prediction with 721,799 reactions and 888 catalyst types from USPTO. The task is: Predict which catalyst facilitates the given reaction. Reactant: [OH:1][CH:2]([C:4]1[CH:13]=[CH:12][C:7]([C:8]([O:10][CH3:11])=[O:9])=[CH:6][CH:5]=1)[CH3:3].[F:14][C:15]1[CH:16]=[C:17](O)[CH:18]=[CH:19][CH:20]=1.C1(P(C2C=CC=CC=2)C2C=CC=CC=2)C=CC=CC=1.N(C(OC(C)C)=O)=NC(OC(C)C)=O. Product: [F:14][C:15]1[CH:20]=[C:19]([CH:18]=[CH:17][CH:16]=1)[O:1][CH:2]([C:4]1[CH:13]=[CH:12][C:7]([C:8]([O:10][CH3:11])=[O:9])=[CH:6][CH:5]=1)[CH3:3]. The catalyst class is: 30.